This data is from Retrosynthesis with 50K atom-mapped reactions and 10 reaction types from USPTO. The task is: Predict the reactants needed to synthesize the given product. (1) Given the product CN1C(C(=O)Nc2cccc(F)c2)=C(O)c2ccc3ccccc3c2S1(=O)=O, predict the reactants needed to synthesize it. The reactants are: COC(=O)C1=C(O)c2ccc3ccccc3c2S(=O)(=O)N1C.Nc1cccc(F)c1. (2) Given the product O=C(OCc1ccccc1)N1CC(c2ccccc2)=C[C@H]1CO, predict the reactants needed to synthesize it. The reactants are: O=C(O)[C@@H]1C=C(c2ccccc2)CN1C(=O)OCc1ccccc1. (3) Given the product CC(C)n1cc(-c2ccc(NC(=O)c3ccccc3)cc2)c2c(N)ncnc21, predict the reactants needed to synthesize it. The reactants are: CC(C)n1cc(-c2ccc(N)cc2)c2c(N)ncnc21.O=C(Cl)c1ccccc1. (4) Given the product Cc1cccc(Cl)c1Nc1nc2cc(C(=O)Nc3cc(F)c(F)cc3F)c3c(c2[nH]1)CC(C)(C)O3, predict the reactants needed to synthesize it. The reactants are: COC(=O)c1cc2nc(Nc3c(C)cccc3Cl)[nH]c2c2c1OC(C)(C)C2.Nc1cc(F)c(F)cc1F. (5) Given the product CC(C)c1cc(Oc2c(Cl)cc(CCO)cc2Cl)nnc1Cl, predict the reactants needed to synthesize it. The reactants are: CC(C)c1cc(Cl)nnc1Cl.OCCc1cc(Cl)c(O)c(Cl)c1. (6) Given the product COC(=O)C1CN(Cc2ccccc2)CC(C)C1Nc1ccccc1, predict the reactants needed to synthesize it. The reactants are: COC(=O)C1CN(Cc2ccccc2)CC(C)C1=O.Nc1ccccc1.